Dataset: TCR-epitope binding with 47,182 pairs between 192 epitopes and 23,139 TCRs. Task: Binary Classification. Given a T-cell receptor sequence (or CDR3 region) and an epitope sequence, predict whether binding occurs between them. The epitope is ISPRTLNAW. The TCR CDR3 sequence is CASSQDPTANSEAFF. Result: 1 (the TCR binds to the epitope).